From a dataset of Peptide-MHC class II binding affinity with 134,281 pairs from IEDB. Regression. Given a peptide amino acid sequence and an MHC pseudo amino acid sequence, predict their binding affinity value. This is MHC class II binding data. (1) The binding affinity (normalized) is 0.234. The MHC is HLA-DQA10101-DQB10501 with pseudo-sequence HLA-DQA10101-DQB10501. The peptide sequence is GIFLSVAAGNEAENA. (2) The peptide sequence is IRQAGVQYSR. The MHC is HLA-DPA10201-DPB10501 with pseudo-sequence HLA-DPA10201-DPB10501. The binding affinity (normalized) is 0. (3) The peptide sequence is AGKATTEEQKLIEKI. The MHC is DRB1_0101 with pseudo-sequence DRB1_0101. The binding affinity (normalized) is 0.381. (4) The peptide sequence is SRSFLKHSLLRTQRL. The MHC is HLA-DPA10103-DPB10401 with pseudo-sequence HLA-DPA10103-DPB10401. The binding affinity (normalized) is 0.519. (5) The peptide sequence is QVESTAGSLQGQWRG. The MHC is DRB1_0404 with pseudo-sequence DRB1_0404. The binding affinity (normalized) is 0.0848.